The task is: Predict the reaction yield, written as a fraction of the theoretical maximum amount of product (1.0 means a 100% yield; for example, 0.34 means a 34% yield).. This data is from Reaction yield outcomes from USPTO patents with 853,638 reactions. (1) The reactants are [CH2:1]([CH:4]([C:9]([O:11]C)=O)[C:5]([O:7]C)=O)[C:2]#[CH:3].Cl.[C:14]([NH2:17])(=[NH:16])[CH3:15]. The catalyst is CO. The product is [CH3:15][C:14]1[N:17]=[C:5]([OH:7])[C:4]([CH2:1][C:2]#[CH:3])=[C:9]([OH:11])[N:16]=1. The yield is 0.370. (2) The yield is 0.810. The product is [C:1]([C:7]1[CH:8]=[CH:9][C:10]([C:13]2[CH:14]=[CH:15][N:16]=[CH:17][CH:18]=2)=[CH:11][CH:12]=1)([OH:2])=[O:4]. The catalyst is [Cl-].C([N+](CCCC)(CCCC)CCCC)C1C=CC=CC=1. The reactants are [C:1](=[O:4])([O-])[O-:2].[Na+].[Na+].[C:7]1(C)[CH:12]=[CH:11][C:10]([CH:13]2[CH:18]=[CH:17][N:16](C(=O)C(C)(C)C)[CH2:15][CH2:14]2)=[CH:9][CH:8]=1.[Mn]([O-])(=O)(=O)=O.[K+].[Mn]([O-])(=O)(=O)=O.S(S([O-])=O)([O-])=O.[Na+].[Na+].